This data is from Full USPTO retrosynthesis dataset with 1.9M reactions from patents (1976-2016). The task is: Predict the reactants needed to synthesize the given product. (1) Given the product [CH3:1][N:2]1[CH:6]=[C:5]2[C:4]([C:24](=[O:31])[NH:25][CH2:26][CH2:27][CH:28]=[CH:29][CH2:23][CH2:22][CH2:21][N:19]3[CH:20]=[C:16]([C:12]4[N:11]=[C:10]([C:8](=[O:9])[NH:7]2)[CH:15]=[CH:14][CH:13]=4)[CH:17]=[N:18]3)=[N:3]1, predict the reactants needed to synthesize it. The reactants are: [CH3:1][N:2]1[CH:6]=[C:5]([NH:7][C:8]([C:10]2[CH:15]=[CH:14][CH:13]=[C:12]([C:16]3[CH:17]=[N:18][N:19]([CH2:21][CH:22]=[CH2:23])[CH:20]=3)[N:11]=2)=[O:9])[C:4]([C:24](=[O:31])[NH:25][CH2:26][CH2:27][CH2:28][CH:29]=C)=[N:3]1.C(NC(C1C(NC(C2C=CC=C(C3C=NN(CCCC=C)C=3)N=2)=O)=CN(C)N=1)=O)CC=C. (2) Given the product [Cl:8][C:6]1[N:5]=[N:4][C:3]([C:9]([O:11][CH3:12])=[O:10])=[C:2]([NH:23][C:21]2[CH:20]=[CH:19][CH:18]=[C:17]([CH:13]3[CH2:16][CH2:15][CH2:14]3)[N:22]=2)[CH:7]=1, predict the reactants needed to synthesize it. The reactants are: Cl[C:2]1[CH:7]=[C:6]([Cl:8])[N:5]=[N:4][C:3]=1[C:9]([O:11][CH3:12])=[O:10].[CH:13]1([C:17]2[N:22]=[C:21]([NH2:23])[CH:20]=[CH:19][CH:18]=2)[CH2:16][CH2:15][CH2:14]1. (3) Given the product [NH2:20][C:19]1[N:18]=[CH:17][C:16]2[C:23]([C:26]3[CH:27]=[N:28][N:29]([CH:31]4[CH2:36][CH2:35][N:34]([C:37]([O:39][C:40]([CH3:43])([CH3:41])[CH3:42])=[O:38])[CH2:33][CH2:32]4)[CH:30]=3)=[CH:24][O:25][C:15]=2[C:14]=1[O:13][CH:11]([C:3]1[C:2]([Cl:1])=[C:7]([F:8])[CH:6]=[C:5]([F:9])[C:4]=1[Cl:10])[CH3:12], predict the reactants needed to synthesize it. The reactants are: [Cl:1][C:2]1[C:7]([F:8])=[CH:6][C:5]([F:9])=[C:4]([Cl:10])[C:3]=1[CH:11]([O:13][C:14]1[C:15]2[O:25][CH:24]=[C:23]([C:26]3[CH:27]=[N:28][N:29]([CH:31]4[CH2:36][CH2:35][N:34]([C:37]([O:39][C:40]([CH3:43])([CH3:42])[CH3:41])=[O:38])[CH2:33][CH2:32]4)[CH:30]=3)[C:16]=2[CH:17]=[N:18][C:19]=1[N+:20]([O-])=O)[CH3:12].Cl.